This data is from Peptide-MHC class I binding affinity with 185,985 pairs from IEDB/IMGT. The task is: Regression. Given a peptide amino acid sequence and an MHC pseudo amino acid sequence, predict their binding affinity value. This is MHC class I binding data. (1) The peptide sequence is AEQASQDVKNW. The MHC is HLA-A02:03 with pseudo-sequence HLA-A02:03. The binding affinity (normalized) is 0. (2) The peptide sequence is FTNKLINGY. The MHC is HLA-A03:01 with pseudo-sequence HLA-A03:01. The binding affinity (normalized) is 0.0847. (3) The MHC is HLA-A68:02 with pseudo-sequence HLA-A68:02. The peptide sequence is PTILATLNTL. The binding affinity (normalized) is 0.151. (4) The peptide sequence is MMMGMFNML. The MHC is HLA-A02:02 with pseudo-sequence HLA-A02:02. The binding affinity (normalized) is 0.995. (5) The peptide sequence is AAPPPQRAA. The binding affinity (normalized) is 0.0749. The MHC is HLA-A68:02 with pseudo-sequence HLA-A68:02.